This data is from Full USPTO retrosynthesis dataset with 1.9M reactions from patents (1976-2016). The task is: Predict the reactants needed to synthesize the given product. Given the product [CH:17]1([NH:20][S:21]([C:24]2[CH:29]=[CH:28][C:27]([C:2]3[C:13](=[O:14])[N:12]([CH2:15][CH3:16])[C:5]4[N:6]=[C:7]([S:10][CH3:11])[N:8]=[CH:9][C:4]=4[CH:3]=3)=[C:26]([CH3:33])[CH:25]=2)(=[O:23])=[O:22])[CH2:19][CH2:18]1, predict the reactants needed to synthesize it. The reactants are: Br[C:2]1[C:13](=[O:14])[N:12]([CH2:15][CH3:16])[C:5]2[N:6]=[C:7]([S:10][CH3:11])[N:8]=[CH:9][C:4]=2[CH:3]=1.[CH:17]1([NH:20][S:21]([C:24]2[CH:29]=[CH:28][C:27](B(O)O)=[C:26]([CH3:33])[CH:25]=2)(=[O:23])=[O:22])[CH2:19][CH2:18]1.P([O-])([O-])([O-])=O.[K+].[K+].[K+].